This data is from Peptide-MHC class II binding affinity with 134,281 pairs from IEDB. The task is: Regression. Given a peptide amino acid sequence and an MHC pseudo amino acid sequence, predict their binding affinity value. This is MHC class II binding data. The peptide sequence is DESWQQFRQELIPLL. The MHC is HLA-DQA10301-DQB10302 with pseudo-sequence HLA-DQA10301-DQB10302. The binding affinity (normalized) is 0.258.